From a dataset of Reaction yield outcomes from USPTO patents with 853,638 reactions. Predict the reaction yield, written as a fraction of the theoretical maximum amount of product (1.0 means a 100% yield; for example, 0.34 means a 34% yield). (1) The catalyst is CN1C(=O)CCC1. The reactants are Cl[C:2]1[C:11]2[C:6](=[CH:7][CH:8]=[CH:9][C:10]=2[Cl:12])[CH:5]=[C:4]([C:13]#[N:14])[N:3]=1.CCN(CC)CC.[NH2:22][C@H:23]1[CH2:27][CH2:26][N:25]([C:28]([O:30][C:31]([CH3:34])([CH3:33])[CH3:32])=[O:29])[CH2:24]1. The product is [Cl:12][C:10]1[CH:9]=[CH:8][CH:7]=[C:6]2[C:11]=1[C:2]([NH:22][C@H:23]1[CH2:27][CH2:26][N:25]([C:28]([O:30][C:31]([CH3:34])([CH3:33])[CH3:32])=[O:29])[CH2:24]1)=[N:3][C:4]([C:13]#[N:14])=[CH:5]2. The yield is 0.850. (2) The product is [C:1]([NH:5][C:6]([NH:13][CH:8]1[CH2:12][CH2:11][CH2:10][CH2:9]1)=[S:7])([CH3:4])([CH3:3])[CH3:2]. The reactants are [C:1]([N:5]=[C:6]=[S:7])([CH3:4])([CH3:3])[CH3:2].[CH:8]1([NH2:13])[CH2:12][CH2:11][CH2:10][CH2:9]1.CCN(C(C)C)C(C)C. The yield is 0.470. The catalyst is C(Cl)Cl.CCOC(C)=O. (3) The reactants are [CH:1]1([C:4]([NH:12][S:13]([C:15]([CH3:18])([CH3:17])[CH3:16])=[O:14])([CH3:11])[CH2:5][C:6](OCC)=[O:7])[CH2:3][CH2:2]1.CO.[NH3:21]. No catalyst specified. The product is [C:15]([S:13]([NH:12][C:4]([CH:1]1[CH2:3][CH2:2]1)([CH3:11])[CH2:5][C:6]([NH2:21])=[O:7])=[O:14])([CH3:18])([CH3:17])[CH3:16]. The yield is 0.150. (4) The reactants are CC1C=CC(S([O:11][CH:12]2[CH2:17][CH2:16][CH2:15][C:14]([CH3:19])([CH3:18])[CH2:13]2)(=O)=O)=CC=1.[Cl:20][C:21]1[N:26]=[CH:25][C:24](O)=[CH:23][CH:22]=1.[OH-].[K+]. The catalyst is CN(C=O)C. The product is [Cl:20][C:21]1[N:26]=[CH:25][C:24]([O:11][CH:12]2[CH2:17][CH2:16][CH2:15][C:14]([CH3:18])([CH3:19])[CH2:13]2)=[CH:23][CH:22]=1. The yield is 0.790. (5) The reactants are CS(C)=O.I[C:6]1[CH:11]=[CH:10][CH:9]=[CH:8][C:7]=1[NH2:12].O=[C:14]([CH3:21])[CH2:15][C:16]([O:18][CH2:19][CH3:20])=[O:17].C(=O)([O-])[O-].[Cs+].[Cs+]. The catalyst is [Cu-]=O.O. The product is [CH3:21][C:14]1[NH:12][C:7]2[C:6]([C:15]=1[C:16]([O:18][CH2:19][CH3:20])=[O:17])=[CH:11][CH:10]=[CH:9][CH:8]=2. The yield is 0.150.